This data is from Catalyst prediction with 721,799 reactions and 888 catalyst types from USPTO. The task is: Predict which catalyst facilitates the given reaction. Reactant: N#N.[CH2:3]([P:7]([CH2:12][CH2:13][CH2:14][CH3:15])[CH2:8][CH2:9][CH2:10][CH3:11])[CH2:4][CH2:5][CH3:6].[N-:16]([S:24]([C:27]([F:30])([F:29])[F:28])(=[O:26])=[O:25])[S:17]([C:20]([F:23])([F:22])[F:21])(=[O:19])=[O:18].[C:31](=O)(OC)OC. Product: [F:30][C:27]([F:28])([F:29])[S:24]([N-:16][S:17]([C:20]([F:21])([F:22])[F:23])(=[O:18])=[O:19])(=[O:25])=[O:26].[CH3:31][P+:7]([CH2:3][CH2:4][CH2:5][CH3:6])([CH2:8][CH2:9][CH2:10][CH3:11])[CH2:12][CH2:13][CH2:14][CH3:15]. The catalyst class is: 5.